Dataset: Forward reaction prediction with 1.9M reactions from USPTO patents (1976-2016). Task: Predict the product of the given reaction. (1) Given the reactants S(Cl)([Cl:3])=O.[Cl:5][C:6]1[CH:7]=[C:8]([CH:28]=[CH:29][CH:30]=1)[CH2:9][NH:10][C:11]1[C:12]2[CH:19]=[C:18]([C:20]3[CH:25]=[CH:24][C:23]([CH2:26]O)=[CH:22][CH:21]=3)[NH:17][C:13]=2[N:14]=[CH:15][N:16]=1, predict the reaction product. The product is: [Cl:5][C:6]1[CH:7]=[C:8]([CH:28]=[CH:29][CH:30]=1)[CH2:9][NH:10][C:11]1[C:12]2[CH:19]=[C:18]([C:20]3[CH:25]=[CH:24][C:23]([CH2:26][Cl:3])=[CH:22][CH:21]=3)[NH:17][C:13]=2[N:14]=[CH:15][N:16]=1. (2) Given the reactants [H-].[H-].[H-].[H-].[Li+].[Al+3].[CH2:7]([N:14]1[C:18](=O)[C@H:17]([OH:20])[C@@H:16]([OH:21])[C:15]1=O)[C:8]1[CH:13]=[CH:12][CH:11]=[CH:10][CH:9]=1, predict the reaction product. The product is: [CH2:7]([N:14]1[CH2:18][C@H:17]([OH:20])[C@@H:16]([OH:21])[CH2:15]1)[C:8]1[CH:9]=[CH:10][CH:11]=[CH:12][CH:13]=1. (3) Given the reactants I[C:2]1[CH:3]=[C:4]([CH:24]=[CH:25][CH:26]=1)[CH2:5][O:6][NH:7][C:8](=[O:23])[C:9]1[CH:14]=[CH:13][CH:12]=[CH:11][C:10]=1[NH:15][CH2:16][C:17]1[CH:22]=[CH:21][N:20]=[CH:19][CH:18]=1.[CH2:27]([OH:30])[C:28]#[CH:29].C(N(CC)CC)C, predict the reaction product. The product is: [OH:30][CH2:27][C:28]#[C:29][C:2]1[CH:3]=[C:4]([CH:24]=[CH:25][CH:26]=1)[CH2:5][O:6][NH:7][C:8](=[O:23])[C:9]1[CH:14]=[CH:13][CH:12]=[CH:11][C:10]=1[NH:15][CH2:16][C:17]1[CH:22]=[CH:21][N:20]=[CH:19][CH:18]=1. (4) Given the reactants [Cl:1][C:2]1[S:6][C:5]([C:7]2[C:11]([C:12]3[CH:17]=[CH:16][N:15]=[C:14](S(C)(=O)=O)[N:13]=3)=[CH:10][N:9]([CH:22]([CH3:24])[CH3:23])[N:8]=2)=[CH:4][CH:3]=1.[CH2:25]([NH2:32])[C:26]1[CH:31]=[CH:30][CH:29]=[CH:28][CH:27]=1, predict the reaction product. The product is: [CH2:25]([NH:32][C:14]1[N:13]=[C:12]([C:11]2[C:7]([C:5]3[S:6][C:2]([Cl:1])=[CH:3][CH:4]=3)=[N:8][N:9]([CH:22]([CH3:24])[CH3:23])[CH:10]=2)[CH:17]=[CH:16][N:15]=1)[C:26]1[CH:31]=[CH:30][CH:29]=[CH:28][CH:27]=1. (5) Given the reactants [F:1][C:2]1[CH:3]=[C:4]([C@H:8]2[CH2:12][CH2:11][CH2:10][N:9]2[C:13]2[CH:18]=[CH:17][N:16]3[N:19]=[CH:20][C:21]([NH2:22])=[C:15]3[N:14]=2)[CH:5]=[CH:6][CH:7]=1.C1N=CN([C:28]([N:30]2[CH:34]=N[CH:32]=[CH:31]2)=[O:29])C=1.Cl.N1CC([OH:40])C1.CCN(C(C)C)C(C)C, predict the reaction product. The product is: [F:1][C:2]1[CH:3]=[C:4]([C@H:8]2[CH2:12][CH2:11][CH2:10][N:9]2[C:13]2[CH:18]=[CH:17][N:16]3[N:19]=[CH:20][C:21]([NH:22][C:28]([N:30]4[CH2:31][CH:32]([OH:40])[CH2:34]4)=[O:29])=[C:15]3[N:14]=2)[CH:5]=[CH:6][CH:7]=1.